From a dataset of Reaction yield outcomes from USPTO patents with 853,638 reactions. Predict the reaction yield, written as a fraction of the theoretical maximum amount of product (1.0 means a 100% yield; for example, 0.34 means a 34% yield). The reactants are C([O:3][C:4]([C:6]1[CH:7]=[C:8]2[N:14]=[CH:13][N:12]([CH2:15][C:16]3[CH:32]=[CH:31][C:19]4[N:20]=[C:21]([NH:23][C@@H:24]5[CH2:29][CH2:28][CH2:27][CH2:26][C@H:25]5[OH:30])[S:22][C:18]=4[CH:17]=3)[C:9]2=[N:10][CH:11]=1)=[CH2:5])C.Br[N:34]1[C:38](=[O:39])CC[C:35]1=O.CNC. The catalyst is CN(C=O)C. The product is [C:25]([OH:30])(=[O:39])[CH3:26].[CH3:35][N:34]([CH3:38])[CH2:3][C:4]([C:6]1[CH:7]=[C:8]2[N:14]=[CH:13][N:12]([CH2:15][C:16]3[CH:32]=[CH:31][C:19]4[N:20]=[C:21]([NH:23][C@@H:24]5[CH2:29][CH2:28][CH2:27][CH2:26][C@H:25]5[OH:30])[S:22][C:18]=4[CH:17]=3)[C:9]2=[N:10][CH:11]=1)=[O:5]. The yield is 0.0500.